From a dataset of Catalyst prediction with 721,799 reactions and 888 catalyst types from USPTO. Predict which catalyst facilitates the given reaction. (1) The catalyst class is: 207. Reactant: Br[C:2]1[C:7]([CH3:8])=[CH:6][CH:5]=[CH:4][C:3]=1[CH2:9][CH2:10][O:11][CH3:12].[Mg].CN(C)[CH:16]=[O:17].[Cl-].[NH4+]. Product: [CH3:12][O:11][CH2:10][CH2:9][C:3]1[CH:4]=[CH:5][CH:6]=[C:7]([CH3:8])[C:2]=1[CH:16]=[O:17]. (2) Reactant: [CH:1]1[C:10]2[C:5](=[CH:6][CH:7]=[C:8]([OH:11])[CH:9]=2)[CH:4]=[CH:3][C:2]=1[C:12]1[CH:21]=[CH:20][C:19]2[C:14](=[CH:15][CH:16]=[CH:17][CH:18]=2)[CH:13]=1.N1C=CC=CC=1.[F:28][C:29]([F:42])([F:41])[S:30](O[S:30]([C:29]([F:42])([F:41])[F:28])(=[O:32])=[O:31])(=[O:32])=[O:31].O. Product: [F:28][C:29]([F:42])([F:41])[S:30]([O:11][C:8]1[CH:9]=[C:10]2[C:5]([CH:4]=[CH:3][C:2]([C:12]3[CH:21]=[CH:20][C:19]4[C:14](=[CH:15][CH:16]=[CH:17][CH:18]=4)[CH:13]=3)=[CH:1]2)=[CH:6][CH:7]=1)(=[O:32])=[O:31]. The catalyst class is: 21. (3) Reactant: C(=O)([O-])[O-].[K+].[K+].[O:7]=[C:8]1[C:16]2[C:11](=[CH:12][CH:13]=[CH:14][CH:15]=2)[C:10](=[O:17])[N:9]1[CH2:18][CH2:19][C@@H:20]([C@H:24]([O:41]C=O)[CH2:25][CH2:26][C:27]1[CH:32]=[CH:31][C:30]([C:33]2[CH:34]=[N:35][C:36]([O:39][CH3:40])=[CH:37][CH:38]=2)=[CH:29][CH:28]=1)[C:21]([OH:23])=[O:22]. Product: [O:17]=[C:10]1[C:11]2[C:16](=[CH:15][CH:14]=[CH:13][CH:12]=2)[C:8](=[O:7])[N:9]1[CH2:18][CH2:19][C@@H:20]([C@H:24]([OH:41])[CH2:25][CH2:26][C:27]1[CH:32]=[CH:31][C:30]([C:33]2[CH:34]=[N:35][C:36]([O:39][CH3:40])=[CH:37][CH:38]=2)=[CH:29][CH:28]=1)[C:21]([OH:23])=[O:22]. The catalyst class is: 5. (4) Reactant: [CH3:1][O:2][C:3](=[O:16])[CH2:4][C:5]1[C:9]2[C:10]([CH3:15])=[CH:11][C:12]([OH:14])=[CH:13][C:8]=2[S:7][CH:6]=1.CN(C=O)C.C([O-])([O-])=O.[K+].[K+].[Cl:28][C:29]1[CH:36]=[C:35]([Cl:37])[CH:34]=[CH:33][C:30]=1[CH2:31]Cl. Product: [CH3:1][O:2][C:3](=[O:16])[CH2:4][C:5]1[C:9]2[C:10]([CH3:15])=[CH:11][C:12]([O:14][CH2:31][C:30]3[CH:33]=[CH:34][C:35]([Cl:37])=[CH:36][C:29]=3[Cl:28])=[CH:13][C:8]=2[S:7][CH:6]=1. The catalyst class is: 6. (5) Reactant: [C:1]1([C:7]([C:18]2[CH:23]=[CH:22][C:21]([N+:24]([O-])=O)=[CH:20][CH:19]=2)=[CH:8][C:9]2[CH:14]=[CH:13][C:12]([N+:15]([O-])=O)=[CH:11][CH:10]=2)[CH:6]=[CH:5][CH:4]=[CH:3][CH:2]=1. Product: [C:1]1([CH:7]([C:18]2[CH:19]=[CH:20][C:21]([NH2:24])=[CH:22][CH:23]=2)[CH2:8][C:9]2[CH:14]=[CH:13][C:12]([NH2:15])=[CH:11][CH:10]=2)[CH:2]=[CH:3][CH:4]=[CH:5][CH:6]=1. The catalyst class is: 78. (6) Reactant: [C:1]([O:5][C:6](=[O:39])[CH2:7][N:8]1[C:17](=[O:18])[C:16](=[CH:19][C:20]2[C:28]3[C:23](=[CH:24][CH:25]=[CH:26][CH:27]=3)[NH:22][CH:21]=2)[C:15]2[N:11]([C:12]([C:29]3[CH:34]=[CH:33][CH:32]=[CH:31][CH:30]=3)=[N:13][N:14]=2)[C:10]2[CH:35]=[CH:36][CH:37]=[CH:38][C:9]1=2)([CH3:4])([CH3:3])[CH3:2]. Product: [C:1]([O:5][C:6](=[O:39])[CH2:7][N:8]1[C:17](=[O:18])[CH:16]([CH2:19][C:20]2[C:28]3[C:23](=[CH:24][CH:25]=[CH:26][CH:27]=3)[NH:22][CH:21]=2)[C:15]2[N:11]([C:12]([C:29]3[CH:30]=[CH:31][CH:32]=[CH:33][CH:34]=3)=[N:13][N:14]=2)[C:10]2[CH:35]=[CH:36][CH:37]=[CH:38][C:9]1=2)([CH3:4])([CH3:2])[CH3:3]. The catalyst class is: 351. (7) Product: [CH3:4][C:1]([CH3:2])([O:5][C:6](=[O:7])[N:8]([CH3:14])[C@@H:9]([CH3:13])[C:10](=[O:12])[NH:39][C@H:40]([C:50]([N:52]1[C@H:61]([C:62](=[O:74])[NH:63][C@H:64]2[C:73]3[C:68](=[CH:69][CH:70]=[CH:71][CH:72]=3)[CH2:67][CH2:66][CH2:65]2)[CH2:60][C:59]2[C:54](=[CH:55][C:56]([N+:75]([O-:77])=[O:76])=[CH:57][CH:58]=2)[CH2:53]1)=[O:51])[C:41]([CH3:43])([CH3:42])[S:44][CH2:45][C:46]([O:48][CH3:49])=[O:47])[CH3:3]. Reactant: [C:1]([O:5][C:6]([N:8]([CH3:14])[C@@H:9]([CH3:13])[C:10]([OH:12])=O)=[O:7])([CH3:4])([CH3:3])[CH3:2].CN(C(ON1N=NC2C=CC=NC1=2)=[N+](C)C)C.F[P-](F)(F)(F)(F)F.[NH2:39][C@H:40]([C:50]([N:52]1[C@H:61]([C:62](=[O:74])[NH:63][C@H:64]2[C:73]3[C:68](=[CH:69][CH:70]=[CH:71][CH:72]=3)[CH2:67][CH2:66][CH2:65]2)[CH2:60][C:59]2[C:54](=[CH:55][C:56]([N+:75]([O-:77])=[O:76])=[CH:57][CH:58]=2)[CH2:53]1)=[O:51])[C:41]([S:44][CH2:45][C:46]([O:48][CH3:49])=[O:47])([CH3:43])[CH3:42].C(O)(C(F)(F)F)=O.CCN(C(C)C)C(C)C. The catalyst class is: 173. (8) Reactant: [F:1][C:2]([F:20])([F:19])[C:3]1[CH:8]=[CH:7][N:6]=[C:5]([NH:9][C:10](=[O:18])OC2C=CC=CC=2)[CH:4]=1.C[O:22][CH:23](OC)[CH2:24][NH:25][CH3:26].Cl. Product: [OH:22][CH:23]1[CH2:24][N:25]([CH3:26])[C:10](=[O:18])[N:9]1[C:5]1[CH:4]=[C:3]([C:2]([F:1])([F:19])[F:20])[CH:8]=[CH:7][N:6]=1. The catalyst class is: 12.